This data is from NCI-60 drug combinations with 297,098 pairs across 59 cell lines. The task is: Regression. Given two drug SMILES strings and cell line genomic features, predict the synergy score measuring deviation from expected non-interaction effect. Drug 1: COC1=C(C=C2C(=C1)N=CN=C2NC3=CC(=C(C=C3)F)Cl)OCCCN4CCOCC4. Drug 2: CC1C(C(CC(O1)OC2CC(CC3=C2C(=C4C(=C3O)C(=O)C5=C(C4=O)C(=CC=C5)OC)O)(C(=O)CO)O)N)O.Cl. Cell line: A549. Synergy scores: CSS=46.6, Synergy_ZIP=0.684, Synergy_Bliss=-1.43, Synergy_Loewe=2.03, Synergy_HSA=2.26.